From a dataset of Forward reaction prediction with 1.9M reactions from USPTO patents (1976-2016). Predict the product of the given reaction. (1) Given the reactants Br[C:2]1[CH:7]=[CH:6][C:5]([F:8])=[C:4]([N+:9]([O-:11])=[O:10])[CH:3]=1.[C:12]([C:14]1[CH:15]=[N:16][CH:17]=[C:18]([CH:21]=1)[C:19]#[N:20])#[CH:13], predict the reaction product. The product is: [F:8][C:5]1[CH:6]=[CH:7][C:2]([C:13]#[C:12][C:14]2[CH:15]=[N:16][CH:17]=[C:18]([CH:21]=2)[C:19]#[N:20])=[CH:3][C:4]=1[N+:9]([O-:11])=[O:10]. (2) Given the reactants [F:1][C:2]([F:34])([F:33])[C:3]([C@H:16]1[CH2:21][CH2:20][C@H:19]([NH:22][S:23]([C:26]2[N:27]=[C:28]([CH3:32])[N:29]([CH3:31])[CH:30]=2)(=[O:25])=[O:24])[CH2:18][CH2:17]1)([O:8][Si:9]([CH2:14][CH3:15])([CH2:12][CH3:13])[CH2:10][CH3:11])[C:4]([F:7])([F:6])[F:5].[CH2:35]1CCN2C(=NCCC2)C[CH2:36]1.C(I)C.[NH4+].[Cl-], predict the reaction product. The product is: [CH2:35]([N:22]([C@H:19]1[CH2:18][CH2:17][C@H:16]([C:3]([O:8][Si:9]([CH2:14][CH3:15])([CH2:10][CH3:11])[CH2:12][CH3:13])([C:4]([F:7])([F:6])[F:5])[C:2]([F:1])([F:33])[F:34])[CH2:21][CH2:20]1)[S:23]([C:26]1[N:27]=[C:28]([CH3:32])[N:29]([CH3:31])[CH:30]=1)(=[O:25])=[O:24])[CH3:36]. (3) Given the reactants Cl[C:2]1[CH:9]=[CH:8]C(C#N)=[CH:4][N:3]=1.[CH3:10][CH:11]1[CH2:16][CH2:15][CH2:14][CH2:13][NH:12]1.[OH-].[K+].[C:19]([O:22]CC)(=[O:21])[CH3:20], predict the reaction product. The product is: [CH3:10][CH:11]1[CH2:16][CH2:15][CH2:14][CH2:13][N:12]1[C:2]1[CH:9]=[CH:8][C:20]([C:19]([OH:22])=[O:21])=[CH:4][N:3]=1. (4) Given the reactants [Cl:1][C:2]1[CH:3]=[CH:4][C:5]([S:42]([CH2:45][CH3:46])(=[O:44])=[O:43])=[C:6]([CH2:8][N:9]2[C:18](=[O:19])[C:17]3[C:12](=[C:13]([O:40][CH3:41])[C:14]([CH2:24][N:25]4[CH2:30][CH2:29][CH2:28][C@H:27]([N:31](C)[C:32](=O)OC(C)(C)C)[CH2:26]4)=[C:15]([C:20]([F:23])([F:22])[F:21])[CH:16]=3)[N:11]=[CH:10]2)[CH:7]=1.Cl.C(S(N1C=CC=C1CN)(=O)=O)C, predict the reaction product. The product is: [Cl:1][C:2]1[CH:3]=[CH:4][C:5]([S:42]([CH2:45][CH3:46])(=[O:43])=[O:44])=[C:6]([CH2:8][N:9]2[C:18](=[O:19])[C:17]3[C:12](=[C:13]([O:40][CH3:41])[C:14]([CH2:24][N:25]4[CH2:30][CH2:29][CH2:28][C@H:27]([NH:31][CH3:32])[CH2:26]4)=[C:15]([C:20]([F:23])([F:21])[F:22])[CH:16]=3)[N:11]=[CH:10]2)[CH:7]=1. (5) Given the reactants Cl[C:2]1[N:10]=[CH:9][N:8]=[C:7]2[C:3]=1[N:4]=[CH:5][N:6]2[CH:11]1[CH2:16][CH2:15][CH2:14][CH2:13][O:12]1.ClC1N=CN=C2C=1NC=N2.Cl.[OH:28][C:29]1[C:36]([OH:37])=[CH:35][CH:34]=[CH:33][C:30]=1[CH2:31][NH2:32].C(N(CC)CC)C, predict the reaction product. The product is: [OH:28][C:29]1[C:36]([OH:37])=[CH:35][CH:34]=[CH:33][C:30]=1[CH2:31][NH:32][C:2]1[N:10]=[CH:9][N:8]=[C:7]2[C:3]=1[N:4]=[CH:5][N:6]2[CH:11]1[CH2:16][CH2:15][CH2:14][CH2:13][O:12]1. (6) Given the reactants C[O:2][CH:3](OC)[CH2:4][O:5][CH:6]1[CH2:11][CH2:10][CH2:9][CH2:8][CH2:7]1.S(=O)(=O)(O)O, predict the reaction product. The product is: [CH:6]1([O:5][CH2:4][CH:3]=[O:2])[CH2:11][CH2:10][CH2:9][CH2:8][CH2:7]1. (7) Given the reactants C(N(C1C=C(OC)C=CC=1C1CCC2C(=CC=C(OC)C=2)C1)CCC1C=CC(O)=CC=1)C.Cl.ClCCN(CC)CC.[CH2:42]([N:44]([CH2:79][CH3:80])[CH2:45][CH2:46][O:47][C:48]1[CH:53]=[CH:52][C:51]([CH2:54][CH2:55][N:56]([CH2:77][CH3:78])[C:57]2[CH:62]=[C:61]([O:63]C)[CH:60]=[CH:59][C:58]=2[CH:65]2[CH2:74][CH2:73][C:72]3[C:67](=[CH:68][CH:69]=[C:70]([O:75]C)[CH:71]=3)[CH2:66]2)=[CH:50][CH:49]=1)[CH3:43], predict the reaction product. The product is: [CH2:79]([N:44]([CH2:42][CH3:43])[CH2:45][CH2:46][O:47][C:48]1[CH:53]=[CH:52][C:51]([CH2:54][CH2:55][N:56]([CH2:77][CH3:78])[C:57]2[CH:62]=[C:61]([OH:63])[CH:60]=[CH:59][C:58]=2[CH:65]2[CH2:74][CH2:73][C:72]3[CH:71]=[C:70]([OH:75])[CH:69]=[CH:68][C:67]=3[CH2:66]2)=[CH:50][CH:49]=1)[CH3:80].